Dataset: Reaction yield outcomes from USPTO patents with 853,638 reactions. Task: Predict the reaction yield, written as a fraction of the theoretical maximum amount of product (1.0 means a 100% yield; for example, 0.34 means a 34% yield). (1) The reactants are Cl[C:2]1[N:7]=[C:6]([C:8]([O:10][CH3:11])=[O:9])[CH:5]=[C:4]([N:12]([CH:17]2[CH2:22][CH2:21][CH2:20][CH2:19][CH2:18]2)[CH2:13][CH:14]2[CH2:16][CH2:15]2)[N:3]=1.C([O-])=O.[NH4+]. The catalyst is CC(O)C.O.[Pd]. The product is [CH:17]1([N:12]([CH2:13][CH:14]2[CH2:15][CH2:16]2)[C:4]2[N:3]=[CH:2][N:7]=[C:6]([C:8]([O:10][CH3:11])=[O:9])[CH:5]=2)[CH2:18][CH2:19][CH2:20][CH2:21][CH2:22]1. The yield is 0.970. (2) The reactants are Cl[C:2]1[C:11]2[C:6](=[CH:7][CH:8]=[CH:9][CH:10]=2)[C:5]([C:12]2[C:21]3[C:16](=[CH:17][CH:18]=[CH:19][CH:20]=3)[CH:15]=[CH:14][C:13]=2[O:22][S:23]([C:26]([F:29])([F:28])[F:27])(=[O:25])=[O:24])=[N:4][N:3]=1.[C:30]1([C@H:36]([NH2:38])[CH3:37])[CH:35]=[CH:34][CH:33]=[CH:32][CH:31]=1. No catalyst specified. The product is [C:30]1([C@H:36]([NH:38][C:2]2[C:11]3[C:6](=[CH:7][CH:8]=[CH:9][CH:10]=3)[C:5]([C:12]3[C:21]4[C:16](=[CH:17][CH:18]=[CH:19][CH:20]=4)[CH:15]=[CH:14][C:13]=3[O:22][S:23]([C:26]([F:29])([F:28])[F:27])(=[O:25])=[O:24])=[N:4][N:3]=2)[CH3:37])[CH:35]=[CH:34][CH:33]=[CH:32][CH:31]=1. The yield is 0.930. (3) The reactants are [CH3:1][C:2]1[CH:7]=[C:6]([NH2:8])[CH:5]=[CH:4][N:3]=1.C[Al](C)C.[F:13][C:14]1[CH:19]=[CH:18][C:17]([N:20]2[C:24]([CH3:25])=[C:23]([C:26](OCC)=[O:27])[N:22]=[N:21]2)=[CH:16][CH:15]=1. The catalyst is O1CCOCC1. The product is [F:13][C:14]1[CH:15]=[CH:16][C:17]([N:20]2[C:24]([CH3:25])=[C:23]([C:26]([NH:8][C:6]3[CH:5]=[CH:4][N:3]=[C:2]([CH3:1])[CH:7]=3)=[O:27])[N:22]=[N:21]2)=[CH:18][CH:19]=1. The yield is 0.187.